The task is: Regression. Given a peptide amino acid sequence and an MHC pseudo amino acid sequence, predict their binding affinity value. This is MHC class II binding data.. This data is from Peptide-MHC class II binding affinity with 134,281 pairs from IEDB. (1) The peptide sequence is AGDLGRDELMELASD. The MHC is H-2-IAb with pseudo-sequence H-2-IAb. The binding affinity (normalized) is 0. (2) The binding affinity (normalized) is 0.671. The MHC is DRB5_0101 with pseudo-sequence DRB5_0101. The peptide sequence is RPLWIIFSGNMNIKL. (3) The peptide sequence is QPCNGVTMNDVKIEY. The MHC is HLA-DQA10201-DQB10202 with pseudo-sequence HLA-DQA10201-DQB10202. The binding affinity (normalized) is 0.152. (4) The peptide sequence is QLVMKANNSVIMNGA. The MHC is DRB1_0301 with pseudo-sequence DRB1_0301. The binding affinity (normalized) is 0.366. (5) The MHC is DRB1_1101 with pseudo-sequence DRB1_1101. The peptide sequence is YDKWLANVSTVLTGK. The binding affinity (normalized) is 0.409. (6) The peptide sequence is TMTPSGLVIPENAKE. The MHC is DRB1_1101 with pseudo-sequence DRB1_1101. The binding affinity (normalized) is 0.